Dataset: Forward reaction prediction with 1.9M reactions from USPTO patents (1976-2016). Task: Predict the product of the given reaction. (1) Given the reactants [Br-:1].[Br-].C1(P(C2C=CC=CC=2)C2C=CC=CC=2)C=CC=CC=1.CCN(C(C)C)C(C)C.[Cl:31][C:32]1[CH:48]=[C:47]([CH3:49])[CH:46]=[C:45]([Cl:50])[C:33]=1[O:34][CH2:35][CH2:36][C:37]1[CH:42]=[CH:41][C:40]([CH2:43]O)=[CH:39][CH:38]=1, predict the reaction product. The product is: [Br:1][CH2:43][C:40]1[CH:41]=[CH:42][C:37]([CH2:36][CH2:35][O:34][C:33]2[C:32]([Cl:31])=[CH:48][C:47]([CH3:49])=[CH:46][C:45]=2[Cl:50])=[CH:38][CH:39]=1. (2) Given the reactants [F:1][C:2]1[CH:9]=[CH:8][C:7]([CH:10]=[O:11])=[CH:6][C:3]=1[C:4]#[N:5].Cl([O-])=[O:13].[Na+].O.O.P([O-])([O-])(O)=O.[Na+].[Na+].Cl, predict the reaction product. The product is: [C:4]([C:3]1[CH:6]=[C:7]([CH:8]=[CH:9][C:2]=1[F:1])[C:10]([OH:13])=[O:11])#[N:5]. (3) Given the reactants N[C:2]([C:4]1[CH:9]=[CH:8][C:7](B(O)O)=[CH:6][C:5]=1Cl)=[O:3].I[C:15]1[C:23]2[C:18](=[N:19][CH:20]=[N:21][C:22]=2[NH2:24])[N:17]([CH:25]([CH3:27])[CH3:26])[N:16]=1.C([O-])([O-])=O.[Na+].[Na+], predict the reaction product. The product is: [NH2:24][C:22]1[N:21]=[CH:20][N:19]=[C:18]2[N:17]([CH:25]([CH3:27])[CH3:26])[N:16]=[C:15]([C:6]3[CH:5]=[C:4]([CH2:2][OH:3])[CH:9]=[CH:8][CH:7]=3)[C:23]=12. (4) Given the reactants C(NC(C)C)(C)C.[Li]CCCC.COP([CH2:19][C:20]1[S:21][C:22]2[N:23]=[C:24]([N:35]3[C:39]4[CH:40]=[CH:41][CH:42]=[CH:43][C:38]=4[N:37]=[C:36]3[CH2:44][CH3:45])[N:25]=[C:26]([N:29]3[CH2:34][CH2:33][O:32][CH2:31][CH2:30]3)[C:27]=2[N:28]=1)(=O)OC.[C:46]([O:50][C:51]([N:53]1[CH2:56][C:55](=O)[CH2:54]1)=[O:52])([CH3:49])([CH3:48])[CH3:47], predict the reaction product. The product is: [C:46]([O:50][C:51]([N:53]1[CH2:56][C:55](=[CH:19][C:20]2[S:21][C:22]3[N:23]=[C:24]([N:35]4[C:39]5[CH:40]=[CH:41][CH:42]=[CH:43][C:38]=5[N:37]=[C:36]4[CH2:44][CH3:45])[N:25]=[C:26]([N:29]4[CH2:34][CH2:33][O:32][CH2:31][CH2:30]4)[C:27]=3[N:28]=2)[CH2:54]1)=[O:52])([CH3:49])([CH3:47])[CH3:48]. (5) Given the reactants Cl.[NH2:2][OH:3].[Na].[C:5]([C:7]1[CH:12]=[CH:11][N:10]=[C:9]([N:13]([CH3:15])[CH3:14])[CH:8]=1)#[N:6], predict the reaction product. The product is: [CH3:14][N:13]([CH3:15])[C:9]1[CH:8]=[C:7]([C:5](=[N:2][OH:3])[NH2:6])[CH:12]=[CH:11][N:10]=1. (6) Given the reactants [F:1][C:2]1[C:7]([F:8])=[CH:6][CH:5]=[CH:4][C:3]=1[C:9]1[N:45]=[C:12]2[CH:13]=[N:14][N:15]([CH:17]([C:26]3[O:30][N:29]=[C:28]([C:31]4[CH:36]=[CH:35][C:34]([O:37][CH2:38][CH2:39][CH3:40])=[CH:33][C:32]=4[C:41]([F:44])([F:43])[F:42])[CH:27]=3)[C:18]([O:20][CH2:21][CH2:22][C:23](O)=[O:24])=[O:19])[CH:16]=[C:11]2[N:10]=1.[NH2:46][C@H:47]([C:49]([NH:51][C@H:52]([C:60]([O:62]C(C)(C)C)=[O:61])[CH2:53][C:54]1[CH:59]=[CH:58][CH:57]=[CH:56][CH:55]=1)=[O:50])[CH3:48].CN(C(ON1N=NC2C=CC=NC1=2)=[N+](C)C)C.F[P-](F)(F)(F)(F)F.CCN(C(C)C)C(C)C, predict the reaction product. The product is: [F:1][C:2]1[C:7]([F:8])=[CH:6][CH:5]=[CH:4][C:3]=1[C:9]1[N:45]=[C:12]2[CH:13]=[N:14][N:15]([CH:17]([C:26]3[O:30][N:29]=[C:28]([C:31]4[CH:36]=[CH:35][C:34]([O:37][CH2:38][CH2:39][CH3:40])=[CH:33][C:32]=4[C:41]([F:43])([F:44])[F:42])[CH:27]=3)[C:18]([O:20][CH2:21][CH2:22][C:23]([NH:46][C@H:47]([C:49]([NH:51][C@H:52]([C:60]([OH:62])=[O:61])[CH2:53][C:54]3[CH:55]=[CH:56][CH:57]=[CH:58][CH:59]=3)=[O:50])[CH3:48])=[O:24])=[O:19])[CH:16]=[C:11]2[N:10]=1.